Dataset: Forward reaction prediction with 1.9M reactions from USPTO patents (1976-2016). Task: Predict the product of the given reaction. (1) The product is: [F:23][C:24]1[CH:25]=[C:26]([C:27]2[N:12]=[C:11]([C:9]3[CH:10]=[C:5]([C:3]([OH:2])=[O:4])[C:6]([C:14]4[CH:19]=[CH:18][CH:17]=[CH:16][C:15]=4[N+:20]([O-:22])=[O:21])=[CH:7][CH:8]=3)[S:13][CH:28]=2)[CH:31]=[CH:32][C:33]=1[F:34]. Given the reactants C[O:2][C:3]([C:5]1[C:6]([C:14]2[CH:19]=[CH:18][CH:17]=[CH:16][C:15]=2[N+:20]([O-:22])=[O:21])=[CH:7][CH:8]=[C:9]([C:11](=[S:13])[NH2:12])[CH:10]=1)=[O:4].[F:23][C:24]1[CH:25]=[C:26]([CH:31]=[CH:32][C:33]=1[F:34])[C:27](=O)[CH2:28]Br, predict the reaction product. (2) Given the reactants [P:1](=[S:5])([OH:4])([OH:3])[SH:2].[O-2].[Zn+2:7], predict the reaction product. The product is: [P:1]([O-:4])([O-:3])([S-:5])=[S:2].[Zn+2:7].[P:1]([O-:4])([O-:3])([S-:5])=[S:2].[Zn+2:7].[Zn+2:7]. (3) Given the reactants [F:1][C:2]1[CH:3]=[N:4][C:5]([CH2:11][C:12]2[CH:17]=[CH:16][C:15]([F:18])=[CH:14][CH:13]=2)=[C:6]([CH:10]=1)[C:7]([OH:9])=O.Cl.[N:20]1[NH:21][N:22]=[N:23][C:24]=1[C:25]1[CH:30]=[CH:29][C:28]([CH2:31][NH2:32])=[CH:27][CH:26]=1, predict the reaction product. The product is: [F:1][C:2]1[CH:3]=[N:4][C:5]([CH2:11][C:12]2[CH:17]=[CH:16][C:15]([F:18])=[CH:14][CH:13]=2)=[C:6]([CH:10]=1)[C:7]([NH:32][CH2:31][C:28]1[CH:27]=[CH:26][C:25]([C:24]2[N:20]=[N:21][NH:22][N:23]=2)=[CH:30][CH:29]=1)=[O:9]. (4) Given the reactants [CH:1]([C:4]1[CH:9]=[CH:8][C:7]([S:10][C:11]2[C:16]([CH3:17])=[C:15]([C:18]([F:21])([F:20])[F:19])[N:14]=[CH:13][C:12]=2[C:22]([O:24]C)=[O:23])=[CH:6][CH:5]=1)([CH3:3])[CH3:2].[OH-].[Na+], predict the reaction product. The product is: [CH:1]([C:4]1[CH:5]=[CH:6][C:7]([S:10][C:11]2[C:16]([CH3:17])=[C:15]([C:18]([F:20])([F:21])[F:19])[N:14]=[CH:13][C:12]=2[C:22]([OH:24])=[O:23])=[CH:8][CH:9]=1)([CH3:3])[CH3:2]. (5) Given the reactants [C:1]([OH:20])(=O)[CH2:2][CH2:3][CH2:4][CH2:5][CH2:6][CH2:7][CH2:8]/[CH:9]=[CH:10]\[CH2:11][CH2:12][CH2:13][CH2:14][CH2:15][CH2:16][CH2:17][CH3:18].[OH:21][C:22]1[CH:23]=[C:24]2[C:28](=[CH:29][CH:30]=1)[NH:27][CH:26]=[C:25]2[CH2:31][C:32]([OH:34])=[O:33], predict the reaction product. The product is: [C:1]([N:27]1[C:28]2[C:24](=[CH:23][C:22]([OH:21])=[CH:30][CH:29]=2)[C:25]([CH2:31][C:32]([OH:34])=[O:33])=[CH:26]1)(=[O:20])[CH2:2][CH2:3][CH2:4][CH2:5][CH2:6][CH2:7][CH2:8]/[CH:9]=[CH:10]\[CH2:11][CH2:12][CH2:13][CH2:14][CH2:15][CH2:16][CH2:17][CH3:18]. (6) Given the reactants [C:1]([C:3]1[CH:4]=[CH:5][C:6]2[O:7][CH2:8][CH2:9][C:10]3[CH:16]=[C:15]([C:17]4[C:21]([C:22]5[CH:27]=[CH:26][C:25]([F:28])=[CH:24][C:23]=5[F:29])=[N:20][NH:19][N:18]=4)[S:14][C:11]=3[C:12]=2[N:13]=1)#[N:2].CS(C)=[O:32].C(=O)([O-])[O-].[K+].[K+].O.OO.S(=O)(O)[O-].[Na+], predict the reaction product. The product is: [C:1]([C:3]1[CH:4]=[CH:5][C:6]2[O:7][CH2:8][CH2:9][C:10]3[CH:16]=[C:15]([C:17]4[C:21]([C:22]5[CH:27]=[CH:26][C:25]([F:28])=[CH:24][C:23]=5[F:29])=[N:20][NH:19][N:18]=4)[S:14][C:11]=3[C:12]=2[N:13]=1)(=[O:32])[NH2:2]. (7) Given the reactants CN(C=O)C.[CH2:6]([O:8][C:9](=[O:36])[CH2:10][NH:11][C:12]1[C:21](=[O:22])[C:20]2[C:15](=[CH:16][C:17]([NH:24][CH:25]3[CH2:30][CH2:29][CH2:28][CH2:27][CH2:26]3)=[C:18]([F:23])[CH:19]=2)[N:14]([CH:31]([CH2:34][CH3:35])[CH2:32][CH3:33])[CH:13]=1)[CH3:7].[CH2:37](Br)[C:38]1[CH:43]=[CH:42][CH:41]=[CH:40][CH:39]=1.C(=O)([O-])[O-].[K+].[K+], predict the reaction product. The product is: [CH2:6]([O:8][C:9](=[O:36])[CH2:10][N:11]([CH2:37][C:38]1[CH:43]=[CH:42][CH:41]=[CH:40][CH:39]=1)[C:12]1[C:21](=[O:22])[C:20]2[C:15](=[CH:16][C:17]([NH:24][CH:25]3[CH2:30][CH2:29][CH2:28][CH2:27][CH2:26]3)=[C:18]([F:23])[CH:19]=2)[N:14]([CH:31]([CH2:34][CH3:35])[CH2:32][CH3:33])[CH:13]=1)[CH3:7].